From a dataset of Reaction yield outcomes from USPTO patents with 853,638 reactions. Predict the reaction yield, written as a fraction of the theoretical maximum amount of product (1.0 means a 100% yield; for example, 0.34 means a 34% yield). (1) The reactants are [C:1]([CH:5]([NH:13][NH:14][C:15]([C:17]1[CH:26]=[CH:25][C:20]2[O:21][CH2:22][CH2:23][O:24][C:19]=2[C:18]=1[CH2:27][CH3:28])=[O:16])[CH:6]=[C:7]([CH3:12])[C:8]([CH3:11])([CH3:10])[CH3:9])([CH3:4])([CH3:3])[CH3:2].[CH3:29][O:30][C:31]1[CH:32]=[C:33]([CH:37]=[C:38]([O:41][CH3:42])[C:39]=1[CH3:40])[C:34](Cl)=[O:35].C([O-])([O-])=O.[K+].[K+]. The catalyst is C(Cl)Cl. The product is [C:1]([CH:5]([N:13]([C:34](=[O:35])[C:33]1[CH:37]=[C:38]([O:41][CH3:42])[C:39]([CH3:40])=[C:31]([O:30][CH3:29])[CH:32]=1)[NH:14][C:15]([C:17]1[CH:26]=[CH:25][C:20]2[O:21][CH2:22][CH2:23][O:24][C:19]=2[C:18]=1[CH2:27][CH3:28])=[O:16])[CH:6]=[C:7]([CH3:12])[C:8]([CH3:11])([CH3:10])[CH3:9])([CH3:2])([CH3:3])[CH3:4]. The yield is 0.380. (2) The reactants are [Cl:1][C:2]1[CH:7]=[CH:6][C:5]([C:8]([C:11]2[N:15]([C:16]3[CH:21]=[CH:20][C:19]([F:22])=[CH:18][CH:17]=3)[C:14]([SH:23])=[N:13][CH:12]=2)([CH3:10])[CH3:9])=[CH:4][C:3]=1[O:24][CH3:25].C([O-])([O-])=O.[K+].[K+].[Br:32][C:33]1[CH:34]=[C:35]([F:42])[C:36]([CH2:40]Br)=[C:37]([F:39])[CH:38]=1. The catalyst is CC(C)=O. The product is [Br:32][C:33]1[CH:34]=[C:35]([F:42])[C:36]([CH2:40][S:23][C:14]2[N:15]([C:16]3[CH:21]=[CH:20][C:19]([F:22])=[CH:18][CH:17]=3)[C:11]([C:8]([C:5]3[CH:6]=[CH:7][C:2]([Cl:1])=[C:3]([O:24][CH3:25])[CH:4]=3)([CH3:10])[CH3:9])=[CH:12][N:13]=2)=[C:37]([F:39])[CH:38]=1. The yield is 0.870. (3) The reactants are [Mg].II.Br[C:5]1[CH:10]=[CH:9][CH:8]=[CH:7][C:6]=1[CH3:11].[Cl:12][C:13]([F:18])([F:17])[C:14](O)=[O:15].[Cl-].[NH4+]. The catalyst is C(OCC)C. The product is [Cl:12][C:13]([F:18])([F:17])[C:14]([C:5]1[CH:10]=[CH:9][CH:8]=[CH:7][C:6]=1[CH3:11])=[O:15]. The yield is 0.310. (4) The reactants are [Cl:1][C:2]1[C:7]([C:8]2[CH:9]=[N:10][CH:11]=[C:12]([CH:18]=2)[C:13]([N:15]([CH3:17])[CH3:16])=[O:14])=[CH:6][N:5]=[C:4]2[N:19](COCC[Si](C)(C)C)[CH:20]=[C:21]([C:22]3[CH:27]=[CH:26][CH:25]=[CH:24][C:23]=3[F:28])[C:3]=12.FC(F)(F)C(O)=O. The catalyst is ClCCl. The product is [Cl:1][C:2]1[C:7]([C:8]2[CH:9]=[N:10][CH:11]=[C:12]([CH:18]=2)[C:13]([N:15]([CH3:16])[CH3:17])=[O:14])=[CH:6][N:5]=[C:4]2[NH:19][CH:20]=[C:21]([C:22]3[CH:27]=[CH:26][CH:25]=[CH:24][C:23]=3[F:28])[C:3]=12. The yield is 0.330. (5) The reactants are [CH:1]1([Mg]Br)[CH2:3][CH2:2]1.[C:6]([O:10][C:11](=[O:22])[NH:12][C@H:13]([C:15]1[CH:20]=[CH:19][C:18](Br)=[CH:17][N:16]=1)[CH3:14])([CH3:9])([CH3:8])[CH3:7].[Cl-].[NH4+]. The catalyst is C1COCC1.[Zn+2].[Br-].[Br-].C1C=CC([P]([Pd]([P](C2C=CC=CC=2)(C2C=CC=CC=2)C2C=CC=CC=2)([P](C2C=CC=CC=2)(C2C=CC=CC=2)C2C=CC=CC=2)[P](C2C=CC=CC=2)(C2C=CC=CC=2)C2C=CC=CC=2)(C2C=CC=CC=2)C2C=CC=CC=2)=CC=1. The product is [C:6]([O:10][C:11](=[O:22])[NH:12][C@H:13]([C:15]1[CH:20]=[CH:19][C:18]([CH:1]2[CH2:3][CH2:2]2)=[CH:17][N:16]=1)[CH3:14])([CH3:9])([CH3:8])[CH3:7]. The yield is 0.780.